This data is from Peptide-MHC class I binding affinity with 185,985 pairs from IEDB/IMGT. The task is: Regression. Given a peptide amino acid sequence and an MHC pseudo amino acid sequence, predict their binding affinity value. This is MHC class I binding data. (1) The peptide sequence is RPQVPLRPMTY. The MHC is HLA-A24:02 with pseudo-sequence HLA-A24:02. The binding affinity (normalized) is 0. (2) The peptide sequence is VLYHRYNLV. The MHC is HLA-B18:01 with pseudo-sequence HLA-B18:01. The binding affinity (normalized) is 0.0847. (3) The peptide sequence is TTIDKRSGM. The MHC is H-2-Kb with pseudo-sequence H-2-Kb. The binding affinity (normalized) is 0.648. (4) The peptide sequence is VSDGGPNLY. The MHC is HLA-B39:01 with pseudo-sequence HLA-B39:01. The binding affinity (normalized) is 0.0847.